Predict the reactants needed to synthesize the given product. From a dataset of Full USPTO retrosynthesis dataset with 1.9M reactions from patents (1976-2016). (1) Given the product [OH:5][N:6]([CH2:19][CH2:20][C:21]1[CH:26]=[CH:25][CH:24]=[CH:23][CH:22]=1)[C:7]([C:9]1[N:10]=[CH:11][C:12]2[C:17]([CH:18]=1)=[CH:16][CH:15]=[CH:14][CH:13]=2)=[O:8], predict the reactants needed to synthesize it. The reactants are: C([O:5][N:6]([CH2:19][CH2:20][C:21]1[CH:26]=[CH:25][CH:24]=[CH:23][CH:22]=1)[C:7]([C:9]1[N:10]=[CH:11][C:12]2[C:17]([CH:18]=1)=[CH:16][CH:15]=[CH:14][CH:13]=2)=[O:8])(C)(C)C.C(O)(C)C. (2) The reactants are: Br[C:2]1[CH:3]=[N:4][C:5]([N:8]2[CH:14]3[CH2:15][CH2:16][N:11]([CH2:12][CH2:13]3)[CH2:10][CH2:9]2)=[N:6][CH:7]=1.[S:17]1[CH:21]=[CH:20][CH:19]=[C:18]1B(O)O.C(=O)([O-])[O-].[K+].[K+].C(O)CCO.[OH-].[Na+].[ClH:38]. Given the product [ClH:38].[S:17]1[CH:21]=[CH:20][CH:19]=[C:18]1[C:2]1[CH:3]=[N:4][C:5]([N:8]2[CH:14]3[CH2:15][CH2:16][N:11]([CH2:12][CH2:13]3)[CH2:10][CH2:9]2)=[N:6][CH:7]=1, predict the reactants needed to synthesize it. (3) Given the product [Cl:32][C:33]1[CH:34]=[C:35]([C:18]2[CH:19]=[CH:20][CH:21]=[CH:22][C:17]=2[CH2:16][C:12]2[N:11]3[CH2:24][CH2:25][N:26]([CH:29]([CH3:30])[CH3:31])[C:27](=[O:28])[C:10]3=[C:9]([OH:8])[C:14](=[O:15])[N:13]=2)[CH:36]=[CH:37][C:38]=1[Cl:39], predict the reactants needed to synthesize it. The reactants are: C([O:8][C:9]1[C:14](=[O:15])[N:13]=[C:12]([CH2:16][C:17]2[CH:22]=[CH:21][CH:20]=[CH:19][C:18]=2Br)[N:11]2[CH2:24][CH2:25][N:26]([CH:29]([CH3:31])[CH3:30])[C:27](=[O:28])[C:10]=12)C1C=CC=CC=1.[Cl:32][C:33]1[CH:34]=[C:35](B(O)O)[CH:36]=[CH:37][C:38]=1[Cl:39].C([O-])([O-])=O.[Na+].[Na+].ClCCl. (4) Given the product [N:1]([C:4]1[C:5]2[NH:12][CH:11]=[C:10]([C@@H:13]3[N:17]([C:18]([O:20][C:21]([CH3:24])([CH3:23])[CH3:22])=[O:19])[C@H:16]([CH2:25][O:26][C:41](=[O:42])[C@@H:40]([NH:39][C:37]([O:36][C:32]([CH3:33])([CH3:35])[CH3:34])=[O:38])[C@@H:44]([CH3:47])[CH2:45][CH3:46])[C@H:15]4[O:27][C:28]([CH3:31])([CH3:30])[O:29][C@@H:14]34)[C:6]=2[N:7]=[CH:8][N:9]=1)=[N+:2]=[N-:3], predict the reactants needed to synthesize it. The reactants are: [N:1]([C:4]1[C:5]2[NH:12][CH:11]=[C:10]([C@@H:13]3[N:17]([C:18]([O:20][C:21]([CH3:24])([CH3:23])[CH3:22])=[O:19])[C@@H:16]([CH2:25][OH:26])[C@H:15]4[O:27][C:28]([CH3:31])([CH3:30])[O:29][C@@H:14]34)[C:6]=2[N:7]=[CH:8][N:9]=1)=[N+:2]=[N-:3].[C:32]([O:36][C:37]([NH:39][C@@H:40]([C@@H:44]([CH3:47])[CH2:45][CH3:46])[C:41](O)=[O:42])=[O:38])([CH3:35])([CH3:34])[CH3:33].Cl.C(N=C=NCCCN(C)C)C. (5) The reactants are: [C:1]([O:5][C:6](=[O:19])[N:7]([CH2:9][C:10]1[CH:15]=[CH:14][C:13]([Cl:16])=[C:12]([CH2:17][OH:18])[CH:11]=1)[CH3:8])([CH3:4])([CH3:3])[CH3:2]. Given the product [C:1]([O:5][C:6](=[O:19])[N:7]([CH2:9][C:10]1[CH:15]=[CH:14][C:13]([Cl:16])=[C:12]([CH:17]=[O:18])[CH:11]=1)[CH3:8])([CH3:4])([CH3:2])[CH3:3], predict the reactants needed to synthesize it. (6) Given the product [CH3:6][O:7][C:8]1[N:16]=[CH:15][CH:14]=[CH:13][C:9]=1[C:10]([O:12][CH3:17])=[O:11], predict the reactants needed to synthesize it. The reactants are: S(=O)(=O)(O)O.[CH3:6][O:7][C:8]1[N:16]=[CH:15][CH:14]=[CH:13][C:9]=1[C:10]([OH:12])=[O:11].[C:17](=O)([O-])O.[Na+]. (7) Given the product [CH3:29][O:28][CH2:27][CH2:26][CH2:25][O:24][C:11]1[CH:10]=[C:9]([C:6]([CH3:7])([CH3:8])[CH2:5][C:4]([O:3][CH2:1][CH3:2])=[O:30])[CH:14]=[CH:13][C:12]=1[C:15]1[CH:16]=[CH:17][C:18]([C:21]([N:66]2[CH2:67][CH2:68][N:63]([CH3:62])[CH2:64][CH2:65]2)=[O:23])=[CH:19][CH:20]=1, predict the reactants needed to synthesize it. The reactants are: [CH2:1]([O:3][C:4](=[O:30])[CH2:5][C:6]([C:9]1[CH:14]=[CH:13][C:12]([C:15]2[CH:20]=[CH:19][C:18]([C:21]([OH:23])=O)=[CH:17][CH:16]=2)=[C:11]([O:24][CH2:25][CH2:26][CH2:27][O:28][CH3:29])[CH:10]=1)([CH3:8])[CH3:7])[CH3:2].CCN=C=NCCCN(C)C.Cl.C1C=CC2N(O)N=NC=2C=1.C(N(C(C)C)CC)(C)C.[CH3:62][N:63]1[CH2:68][CH2:67][NH:66][CH2:65][CH2:64]1.